This data is from Full USPTO retrosynthesis dataset with 1.9M reactions from patents (1976-2016). The task is: Predict the reactants needed to synthesize the given product. The reactants are: [CH3:1][O:2][C:3]1[CH:4]=[C:5]([CH:9]=[CH:10][C:11]=1[CH2:12][C:13]1[C:21]2[C:16](=[CH:17][CH:18]=[C:19]([N+:22]([O-:24])=[O:23])[CH:20]=2)[NH:15][CH:14]=1)[C:6]([O-:8])=[O:7].[Na+]. Given the product [CH3:1][O:2][C:3]1[CH:4]=[C:5]([CH:9]=[CH:10][C:11]=1[CH2:12][C:13]1[C:21]2[C:16](=[CH:17][CH:18]=[C:19]([N+:22]([O-:24])=[O:23])[CH:20]=2)[NH:15][CH:14]=1)[C:6]([OH:8])=[O:7], predict the reactants needed to synthesize it.